This data is from CYP2C19 inhibition data for predicting drug metabolism from PubChem BioAssay. The task is: Regression/Classification. Given a drug SMILES string, predict its absorption, distribution, metabolism, or excretion properties. Task type varies by dataset: regression for continuous measurements (e.g., permeability, clearance, half-life) or binary classification for categorical outcomes (e.g., BBB penetration, CYP inhibition). Dataset: cyp2c19_veith. (1) The drug is CN(Cc1ccco1)c1ncncc1-c1ccccc1Cl. The result is 1 (inhibitor). (2) The drug is Cc1nc2cnc(Nc3ccccc3)nc2n(C[C@H]2CCCO2)c1=O. The result is 0 (non-inhibitor).